Predict the product of the given reaction. From a dataset of Forward reaction prediction with 1.9M reactions from USPTO patents (1976-2016). (1) Given the reactants [Br:1]N1C(=O)CCC1=O.C1C=CN=CC=1.[FH:15].[F:16][C:17]1[CH:18]=[C:19]([C:27]([O:29][CH3:30])=[O:28])[C:20]2[O:24][C:23]([CH3:25])=[CH:22][C:21]=2[CH:26]=1, predict the reaction product. The product is: [Br:1][C:23]1([CH3:25])[CH:22]([F:15])[C:21]2[CH:26]=[C:17]([F:16])[CH:18]=[C:19]([C:27]([O:29][CH3:30])=[O:28])[C:20]=2[O:24]1. (2) Given the reactants [F:1][C:2]1[CH:7]=[CH:6][C:5]([CH2:8][CH2:9][OH:10])=[C:4]([O:11][CH3:12])[CH:3]=1.C(N(CC)CC)C.[CH3:20][S:21](Cl)(=[O:23])=[O:22], predict the reaction product. The product is: [F:1][C:2]1[CH:7]=[CH:6][C:5]([CH2:8][CH2:9][O:10][S:21]([CH3:20])(=[O:23])=[O:22])=[C:4]([O:11][CH3:12])[CH:3]=1. (3) Given the reactants [C:1]([C:3]1[CH:8]=[CH:7][C:6]([S:9](Cl)(=[O:11])=[O:10])=[CH:5][CH:4]=1)#[N:2].[NH2:13][C:14]1[CH:19]=[CH:18][CH:17]=[CH:16][CH:15]=1, predict the reaction product. The product is: [C:1]([C:3]1[CH:8]=[CH:7][C:6]([S:9]([NH:13][C:14]2[CH:19]=[CH:18][CH:17]=[CH:16][CH:15]=2)(=[O:11])=[O:10])=[CH:5][CH:4]=1)#[N:2]. (4) Given the reactants [CH3:1][C:2]([O:5][C:6]([N:8]1[C@H:12]([C:13]([OH:15])=[O:14])[CH2:11][CH2:10][NH:9]1)=[O:7])([CH3:4])[CH3:3].C(O)(=O)C.C(O)(=O)C.IC1C=CC=CC=1, predict the reaction product. The product is: [CH3:4][C:2]([O:5][C:6]([N:8]1[C@H:12]([C:13]([OH:15])=[O:14])[CH2:11][CH:10]=[N:9]1)=[O:7])([CH3:1])[CH3:3]. (5) The product is: [Cl:1][C:2]1[C:3]([O:12][CH3:13])=[CH:4][C:5]([CH:9]([CH3:11])[CH3:10])=[C:6]([CH:7]=1)[O:8][CH2:21][C:22]#[N:23]. Given the reactants [Cl:1][C:2]1[C:3]([O:12][CH3:13])=[CH:4][C:5]([CH:9]([CH3:11])[CH3:10])=[C:6]([OH:8])[CH:7]=1.C([O-])([O-])=O.[K+].[K+].I[CH2:21][C:22]#[N:23], predict the reaction product. (6) Given the reactants [CH3:1][O:2][C:3]([CH:5]1[CH2:9][S:8][CH:7]([CH:10]([CH3:12])[CH3:11])[NH:6]1)=[O:4], predict the reaction product. The product is: [CH3:1][O:2][C:3]([C:5]1[N:6]=[C:7]([CH:10]([CH3:12])[CH3:11])[S:8][CH:9]=1)=[O:4]. (7) Given the reactants Br[C:2]1[CH:7]=[CH:6][C:5]([Cl:8])=[CH:4][C:3]=1[CH:9]([CH:11]1[CH2:13][CH2:12]1)[NH2:10].CCN(C(C)C)C(C)C.CN([CH:26]=[O:27])C, predict the reaction product. The product is: [Cl:8][C:5]1[CH:4]=[C:3]2[C:2](=[CH:7][CH:6]=1)[C:26](=[O:27])[NH:10][CH:9]2[CH:11]1[CH2:13][CH2:12]1. (8) Given the reactants [CH3:1][O-:2].[Na+].[CH3:4][O:5][C:6](=[O:11])[C:7]([CH2:9]Br)=[CH2:8].[CH3:12][OH:13], predict the reaction product. The product is: [CH3:4][O:5][C:6](=[O:11])[CH:7]([CH2:9][O:13][CH3:12])[CH2:8][O:2][CH3:1].